Dataset: Catalyst prediction with 721,799 reactions and 888 catalyst types from USPTO. Task: Predict which catalyst facilitates the given reaction. (1) Reactant: [C:1](Cl)(=O)[C:2]([Cl:4])=[O:3].[CH2:7]([O:14][C:15]1C=[CH:22][CH:21]=[CH:20][C:16]=1C(O)=O)[C:8]1[CH:13]=[CH:12][CH:11]=[CH:10][CH:9]=1.CN(C)C=O. Product: [CH2:7]([O:14][C:15]1[CH:16]=[CH:20][CH:21]=[CH:22][C:1]=1[C:2]([Cl:4])=[O:3])[C:8]1[CH:13]=[CH:12][CH:11]=[CH:10][CH:9]=1. The catalyst class is: 7. (2) Reactant: [CH2:1]([O:3][C:4]1[CH2:9][CH2:8][CH2:7][C:6](=[O:10])[CH:5]=1)[CH3:2].[C:11](OCC)(=[O:17])[C:12]([O:14][CH2:15][CH3:16])=[O:13].C[Si]([N-][Si](C)(C)C)(C)C.[Li+].O1CCCC1. Product: [CH2:1]([O:3][C:4]1[CH2:9][CH2:8][CH:7]([C:11](=[O:17])[C:12]([O:14][CH2:15][CH3:16])=[O:13])[C:6](=[O:10])[CH:5]=1)[CH3:2]. The catalyst class is: 27. (3) Reactant: N1C=CC=CC=1.[Si:7]([O:14][C:15]1[CH:20]=[CH:19][C:18](B(O)O)=[CH:17][CH:16]=1)([C:10]([CH3:13])([CH3:12])[CH3:11])([CH3:9])[CH3:8].[CH3:24][Si:25]([CH3:37])([CH3:36])[C:26]1[CH:30]=[C:29]([C:31]([O:33][CH2:34][CH3:35])=[O:32])[NH:28][N:27]=1. Product: [Si:7]([O:14][C:15]1[CH:20]=[CH:19][C:18]([N:28]2[C:29]([C:31]([O:33][CH2:34][CH3:35])=[O:32])=[CH:30][C:26]([Si:25]([CH3:24])([CH3:37])[CH3:36])=[N:27]2)=[CH:17][CH:16]=1)([C:10]([CH3:13])([CH3:12])[CH3:11])([CH3:9])[CH3:8]. The catalyst class is: 302. (4) Reactant: Cl[C:2]1[CH:7]=[CH:6][CH:5]=[C:4]([Cl:8])[N:3]=1.[NH:9]1[CH2:14][CH2:13][CH2:12][CH2:11][CH2:10]1.C([O-])([O-])=O.[Cs+].[Cs+]. Product: [Cl:8][C:4]1[CH:5]=[CH:6][CH:7]=[C:2]([N:9]2[CH2:14][CH2:13][CH2:12][CH2:11][CH2:10]2)[N:3]=1. The catalyst class is: 3. (5) Reactant: [F:1][CH:2]([F:6])[C:3]([CH3:5])=[O:4].[H-].[Li+].[C:9]([O:16][CH2:17][CH3:18])(=[O:15])[C:10]([O:12][CH2:13][CH3:14])=[O:11].C(O)(=O)C.C([O-])(=O)C.[Cu+2:27].C([O-])(=O)C. Product: [CH2:13]([O:12][C:10](=[O:11])[C:9](=[O:15])[CH:5]=[C:3]([O-:4])[CH:2]([F:6])[F:1])[CH3:14].[Cu+2:27].[CH2:17]([O:16][C:9](=[O:15])[C:10](=[O:12])[CH:5]=[C:3]([O-:4])[CH:2]([F:6])[F:1])[CH3:18]. The catalyst class is: 280. (6) Reactant: [C:1]([O:5][C:6]([N:8]1[CH2:12][CH2:11][CH2:10][C:9]1([CH:14]=O)[CH3:13])=[O:7])([CH3:4])([CH3:3])[CH3:2].[Cl:16][C:17]1[CH:24]=[CH:23][CH:22]=[CH:21][C:18]=1[CH2:19][NH2:20].C(O)(=O)C.C(O[BH-](OC(=O)C)OC(=O)C)(=O)C.[Na+]. Product: [C:1]([O:5][C:6]([N:8]1[CH2:12][CH2:11][CH2:10][C:9]1([CH2:14][NH:20][CH2:19][C:18]1[CH:21]=[CH:22][CH:23]=[CH:24][C:17]=1[Cl:16])[CH3:13])=[O:7])([CH3:4])([CH3:3])[CH3:2]. The catalyst class is: 26.